This data is from Forward reaction prediction with 1.9M reactions from USPTO patents (1976-2016). The task is: Predict the product of the given reaction. (1) Given the reactants [CH2:1]([C:3]1([CH2:7][OH:8])[CH2:6][O:5][CH2:4]1)[CH3:2].[S:9](Cl)([C:12]1[CH:18]=[CH:17][C:15]([CH3:16])=[CH:14][CH:13]=1)(=[O:11])=[O:10].CCN(CC)CC, predict the reaction product. The product is: [CH3:16][C:15]1[CH:17]=[CH:18][C:12]([S:9]([O:8][CH2:7][C:3]2([CH2:1][CH3:2])[CH2:6][O:5][CH2:4]2)(=[O:11])=[O:10])=[CH:13][CH:14]=1. (2) Given the reactants Br[C:2]1[C:11]2[CH2:10][CH2:9][CH2:8][CH:7]([OH:12])[C:6]=2[CH:5]=[N:4][CH:3]=1.[C:13]([C:15]1[CH:20]=[CH:19][C:18](B(O)O)=[CH:17][CH:16]=1)#[N:14], predict the reaction product. The product is: [OH:12][CH:7]1[C:6]2[CH:5]=[N:4][CH:3]=[C:2]([C:18]3[CH:19]=[CH:20][C:15]([C:13]#[N:14])=[CH:16][CH:17]=3)[C:11]=2[CH2:10][CH2:9][CH2:8]1. (3) Given the reactants [N:1]1[C:10]2[C:5](=[CH:6][C:7]([C:11](Cl)=[O:12])=[CH:8][CH:9]=2)[CH:4]=[CH:3][CH:2]=1.[NH2:14][C:15]1[CH:16]=[C:17]([CH:33]=[CH:34][C:35]=1[CH3:36])[C:18]([NH:20][C:21]1[CH:26]=[CH:25][CH:24]=[C:23]([N:27]2[CH2:32][CH2:31][O:30][CH2:29][CH2:28]2)[CH:22]=1)=[O:19], predict the reaction product. The product is: [CH3:36][C:35]1[CH:34]=[CH:33][C:17]([C:18]([NH:20][C:21]2[CH:26]=[CH:25][CH:24]=[C:23]([N:27]3[CH2:32][CH2:31][O:30][CH2:29][CH2:28]3)[CH:22]=2)=[O:19])=[CH:16][C:15]=1[NH:14][C:11]([C:7]1[CH:6]=[C:5]2[C:10](=[CH:9][CH:8]=1)[N:1]=[CH:2][CH:3]=[CH:4]2)=[O:12]. (4) Given the reactants [NH2:1][C:2]1[CH:3]=[CH:4][C:5]([F:21])=[C:6]([C@:8]2([CH2:19][F:20])[CH2:13][C@@H:12]([C:14]([F:17])([F:16])[F:15])[O:11][C:10]([NH2:18])=[N:9]2)[CH:7]=1.[Cl:22][C:23]1[CH:24]=[N:25][C:26]2[C:31]([CH:32]=1)=[CH:30][CH:29]=[N:28][C:27]=2Cl.CC(O)C.S(=O)(=O)(O)O, predict the reaction product. The product is: [Cl:22][C:23]1[CH:24]=[N:25][C:26]2[C:31]([CH:32]=1)=[CH:30][CH:29]=[N:28][C:27]=2[NH:1][C:2]1[CH:3]=[CH:4][C:5]([F:21])=[C:6]([C@:8]2([CH2:19][F:20])[CH2:13][C@@H:12]([C:14]([F:17])([F:15])[F:16])[O:11][C:10]([NH2:18])=[N:9]2)[CH:7]=1. (5) The product is: [NH2:30][C:2]1[CH:7]=[CH:6][C:5]([S:8]([NH:11][C:12]([C:14]2[CH:19]=[CH:18][C:17]([C:20]3[CH:25]=[CH:24][C:23]([F:26])=[CH:22][CH:21]=3)=[CH:16][CH:15]=2)=[O:13])(=[O:10])=[O:9])=[CH:4][C:3]=1[N+:27]([O-:29])=[O:28]. Given the reactants Cl[C:2]1[CH:7]=[CH:6][C:5]([S:8]([NH:11][C:12]([C:14]2[CH:19]=[CH:18][C:17]([C:20]3[CH:25]=[CH:24][C:23]([F:26])=[CH:22][CH:21]=3)=[CH:16][CH:15]=2)=[O:13])(=[O:10])=[O:9])=[CH:4][C:3]=1[N+:27]([O-:29])=[O:28].[NH3:30], predict the reaction product.